From a dataset of Cav3 T-type calcium channel HTS with 100,875 compounds. Binary Classification. Given a drug SMILES string, predict its activity (active/inactive) in a high-throughput screening assay against a specified biological target. (1) The compound is O(Cc1[nH]nc(Nc2nc(cc(n2)C)C)n1)c1ccccc1. The result is 0 (inactive). (2) The compound is S(Cc1c(cccc1)C)CCNC(=O)CCSc1ccccc1. The result is 1 (active).